Predict the reaction yield, written as a fraction of the theoretical maximum amount of product (1.0 means a 100% yield; for example, 0.34 means a 34% yield). From a dataset of Reaction yield outcomes from USPTO patents with 853,638 reactions. (1) The reactants are C([O:3][P:4]([CH2:9][CH2:10][N:11]([S:37]([CH3:40])(=[O:39])=[O:38])[CH2:12][C:13]([CH3:36])=[CH:14][CH2:15][C:16]1[C:17]([O:29]CC[Si](C)(C)C)=[C:18]2[C:22](=[C:23]([CH3:27])[C:24]=1[O:25][CH3:26])[CH2:21][O:20][C:19]2=[O:28])(=[O:8])[O:5]CC)C.C[Si](Br)(C)C.N1C(C)=CC=CC=1C.Cl. The catalyst is C(#N)C.CCOC(C)=O. The product is [OH:29][C:17]1[C:16]([CH2:15][CH:14]=[C:13]([CH3:36])[CH2:12][N:11]([S:37]([CH3:40])(=[O:38])=[O:39])[CH2:10][CH2:9][P:4](=[O:3])([OH:8])[OH:5])=[C:24]([O:25][CH3:26])[C:23]([CH3:27])=[C:22]2[C:18]=1[C:19](=[O:28])[O:20][CH2:21]2. The yield is 0.730. (2) The reactants are [CH2:1]([C@@H:8]1[NH:13][CH2:12][CH2:11][N:10]([C:14]2[CH:19]=[CH:18][C:17]([O:20][CH3:21])=[C:16]([O:22][CH:23]3[CH2:26][CH2:25][CH2:24]3)[CH:15]=2)[CH2:9]1)[C:2]1[CH:7]=[CH:6][CH:5]=[CH:4][CH:3]=1.C[O:28][C:29](=O)[CH2:30][C:31]1[CH:32]=[N:33][N:34]([CH3:36])[CH:35]=1. The yield is 0.0400. The product is [CH2:1]([C@H:8]1[CH2:9][N:10]([C:14]2[CH:19]=[CH:18][C:17]([O:20][CH3:21])=[C:16]([O:22][CH:23]3[CH2:26][CH2:25][CH2:24]3)[CH:15]=2)[CH2:11][CH2:12][N:13]1[C:29](=[O:28])[CH2:30][C:31]1[CH:32]=[N:33][N:34]([CH3:36])[CH:35]=1)[C:2]1[CH:3]=[CH:4][CH:5]=[CH:6][CH:7]=1. No catalyst specified. (3) The reactants are C(OC(=O)[NH:7][CH:8]1[CH2:13][CH2:12][N:11]([CH2:14][C:15]([F:18])([CH3:17])[CH3:16])[CH2:10][CH2:9]1)(C)(C)C.Cl.CO. No catalyst specified. The product is [F:18][C:15]([CH3:17])([CH3:16])[CH2:14][N:11]1[CH2:12][CH2:13][CH:8]([NH2:7])[CH2:9][CH2:10]1. The yield is 1.00. (4) The reactants are C([O:8][C:9]1[CH:10]=[C:11]2[C:16](=[CH:17][CH:18]=1)[C:15](=[O:19])[N:14]([CH2:20][CH:21]([CH3:23])[CH3:22])[C:13]([CH2:24][NH:25][C:26](=[O:32])[O:27][C:28]([CH3:31])([CH3:30])[CH3:29])=[C:12]2[C:33]1[CH:38]=[CH:37][C:36]([CH3:39])=[CH:35][CH:34]=1)C1C=CC=CC=1. The catalyst is C(O)C.O1CCCC1.[C].[Pd]. The product is [OH:8][C:9]1[CH:10]=[C:11]2[C:16](=[CH:17][CH:18]=1)[C:15](=[O:19])[N:14]([CH2:20][CH:21]([CH3:23])[CH3:22])[C:13]([CH2:24][NH:25][C:26](=[O:32])[O:27][C:28]([CH3:31])([CH3:29])[CH3:30])=[C:12]2[C:33]1[CH:38]=[CH:37][C:36]([CH3:39])=[CH:35][CH:34]=1. The yield is 0.940. (5) The reactants are CO[C:3]1[CH:4]=[C:5](CCCCCCCCC2C=CC(N)=CC=2)[C:6]2[C:11]([C:12]=1OC)=[CH:10][CH:9]=[CH:8][CH:7]=2.CCN(CC)CC.Cl[C:38]1[C:39]2[C:44]([N:45]=[C:46]3[C:51]=1[CH:50]=[CH:49][CH:48]=[CH:47]3)=[CH:43][CH:42]=[CH:41][CH:40]=2. The catalyst is CO. The product is [C:10]1([C:40]2[C:39]3[C:44](=[N:45][C:46]4[C:51]([CH:38]=3)=[CH:50][CH:49]=[CH:48][CH:47]=4)[CH:43]=[CH:42][CH:41]=2)[C:11]2[C:6](=[CH:5][CH:4]=[CH:3][CH:12]=2)[CH:7]=[CH:8][CH:9]=1. The yield is 0.820. (6) The yield is 0.360. The catalyst is C(Cl)Cl. The product is [F:43][C:42]([F:45])([F:44])[C:40]([OH:46])=[O:41].[Cl:1][C:2]1[N:3]=[CH:4][NH:5][C:6]=1[C:7]([NH:9][CH2:10][C:11]1[CH:16]=[CH:15][C:14]([Cl:17])=[C:13]([O:18][C:19]2[CH:24]=[C:23]([CH2:25][N:26]([CH3:28])[CH3:27])[CH:22]=[C:21]([C:29]#[N:30])[CH:20]=2)[C:12]=1[F:31])=[O:8]. The reactants are [Cl:1][C:2]1[N:3]=[CH:4][N:5](COCC[Si](C)(C)C)[C:6]=1[C:7]([NH:9][CH2:10][C:11]1[CH:16]=[CH:15][C:14]([Cl:17])=[C:13]([O:18][C:19]2[CH:24]=[C:23]([CH2:25][N:26]([CH3:28])[CH3:27])[CH:22]=[C:21]([C:29]#[N:30])[CH:20]=2)[C:12]=1[F:31])=[O:8].[C:40]([OH:46])([C:42]([F:45])([F:44])[F:43])=[O:41].